This data is from Full USPTO retrosynthesis dataset with 1.9M reactions from patents (1976-2016). The task is: Predict the reactants needed to synthesize the given product. (1) The reactants are: Br[CH2:2][C:3]1[O:7][C:6]([C:8]2[CH:16]=[C:15]([Cl:17])[CH:14]=[C:13]3[C:9]=2[CH:10]=[N:11][N:12]3[S:18]([C:21]2[CH:26]=[CH:25][CH:24]=[CH:23][CH:22]=2)(=[O:20])=[O:19])=[N:5][CH:4]=1.[CH3:27][CH:28]1[O:33][CH:32]([CH3:34])[CH2:31][NH:30][CH2:29]1. Given the product [Cl:17][C:15]1[CH:14]=[C:13]2[C:9]([CH:10]=[N:11][N:12]2[S:18]([C:21]2[CH:26]=[CH:25][CH:24]=[CH:23][CH:22]=2)(=[O:19])=[O:20])=[C:8]([C:6]2[O:7][C:3]([CH2:2][N:30]3[CH2:29][C@@H:28]([CH3:27])[O:33][C@H:32]([CH3:34])[CH2:31]3)=[CH:4][N:5]=2)[CH:16]=1, predict the reactants needed to synthesize it. (2) Given the product [CH2:1]([O:9][C:10]1[CH:27]=[CH:26][C:25]2[C@@H:24]3[C@H:15]([C@H:16]4[C@@:20]([CH2:22][CH2:23]3)([CH3:21])[C:19](=[O:28])[CH2:18][CH2:17]4)[C@@H:14]([OH:29])[CH2:13][C:12]=2[CH:11]=1)[C:2]1[CH:7]=[CH:6][CH:5]=[CH:4][CH:3]=1, predict the reactants needed to synthesize it. The reactants are: [CH2:1](Br)[C:2]1[CH:7]=[CH:6][CH:5]=[CH:4][CH:3]=1.[OH:9][C:10]1[CH:27]=[CH:26][C:25]2[C@@H:24]3[C@H:15]([C@H:16]4[C@@:20]([CH2:22][CH2:23]3)([CH3:21])[C:19](=[O:28])[CH2:18][CH2:17]4)[C@@H:14]([OH:29])[CH2:13][C:12]=2[CH:11]=1.[OH-].[Li+]. (3) Given the product [C:1]([NH:5][C:6]1[CH:7]=[C:8]([CH:33]=[CH:34][C:35]=1[N:40]1[CH2:41][CH2:42][N:37]([CH3:36])[CH2:38][CH2:39]1)[C:9]([NH:11][C:12]1[CH:17]=[C:16]([C:18]2[NH:26][C:25]3[C:24]4([CH2:31][CH2:30][CH2:29][NH:28][CH2:27]4)[CH2:23][NH:22][C:21](=[O:32])[C:20]=3[CH:19]=2)[CH:15]=[CH:14][N:13]=1)=[O:10])(=[O:4])[CH:2]=[CH2:3], predict the reactants needed to synthesize it. The reactants are: [C:1]([NH:5][C:6]1[CH:7]=[C:8]([CH:33]=[CH:34][CH:35]=1)[C:9]([NH:11][C:12]1[CH:17]=[C:16]([C:18]2[NH:26][C:25]3[C:24]4([CH2:31][CH2:30][CH2:29][NH:28][CH2:27]4)[CH2:23][NH:22][C:21](=[O:32])[C:20]=3[CH:19]=2)[CH:15]=[CH:14][N:13]=1)=[O:10])(=[O:4])[CH:2]=[CH2:3].[CH3:36][N:37]1[CH2:42][CH2:41][N:40](C2C([N+]([O-])=O)=CC(C(N)=O)=CN=2)[CH2:39][CH2:38]1. (4) Given the product [OH:49][C:50]([CH3:57])([CH2:55][CH3:56])[CH2:51][C:52]([N:43]1[CH2:42][CH2:41][C:38]2([C:37](=[O:46])[N:36]([C:33]3[CH:34]=[CH:35][C:30]([O:29][C:28]([F:27])([F:47])[F:48])=[CH:31][CH:32]=3)[CH2:40][CH2:39]2)[CH2:45][CH2:44]1)=[O:53], predict the reactants needed to synthesize it. The reactants are: CN(C(ON1N=NC2C=CC=CC1=2)=[N+](C)C)C.[B-](F)(F)(F)F.C(O)(=O)C.[F:27][C:28]([F:48])([F:47])[O:29][C:30]1[CH:35]=[CH:34][C:33]([N:36]2[CH2:40][CH2:39][C:38]3([CH2:45][CH2:44][NH:43][CH2:42][CH2:41]3)[C:37]2=[O:46])=[CH:32][CH:31]=1.[OH:49][C:50]([CH3:57])([CH2:55][CH3:56])[CH2:51][C:52](O)=[O:53].